This data is from Full USPTO retrosynthesis dataset with 1.9M reactions from patents (1976-2016). The task is: Predict the reactants needed to synthesize the given product. The reactants are: [Li+].[BH4-].CO.[Cl:5][C:6]1[CH:11]=[CH:10][C:9]([C:12]([N:19]2[C:27]3[C:22](=[C:23]([N:28](COCC[Si](C)(C)C)[S:29]([CH3:32])(=[O:31])=[O:30])[CH:24]=[CH:25][CH:26]=3)[CH:21]=[N:20]2)([CH2:17][CH3:18])[C:13](OC)=O)=[CH:8][CH:7]=1. Given the product [Cl:5][C:6]1[CH:7]=[CH:8][C:9]([C:12]([N:19]2[C:27]3[C:22](=[C:23]([NH:28][S:29]([CH3:32])(=[O:30])=[O:31])[CH:24]=[CH:25][CH:26]=3)[CH:21]=[N:20]2)([CH:13]2[CH2:8][CH:9]2[C:12]#[N:19])[CH2:17][CH3:18])=[CH:10][CH:11]=1, predict the reactants needed to synthesize it.